From a dataset of Peptide-MHC class I binding affinity with 185,985 pairs from IEDB/IMGT. Regression. Given a peptide amino acid sequence and an MHC pseudo amino acid sequence, predict their binding affinity value. This is MHC class I binding data. (1) The binding affinity (normalized) is 0.468. The peptide sequence is QLPQGTTLPK. The MHC is HLA-A68:01 with pseudo-sequence HLA-A68:01. (2) The peptide sequence is ISPRTLNAW. The MHC is HLA-A29:02 with pseudo-sequence HLA-A29:02. The binding affinity (normalized) is 0.